Dataset: Forward reaction prediction with 1.9M reactions from USPTO patents (1976-2016). Task: Predict the product of the given reaction. (1) Given the reactants [C:1]([O:5][C:6]([N:8]1[CH2:13][CH2:12][CH:11]([NH:14][C:15](=[O:26])[CH:16]([C:20]2[CH:25]=[CH:24][CH:23]=[CH:22][CH:21]=2)[CH2:17][CH2:18]O)[CH2:10][CH2:9]1)=[O:7])([CH3:4])([CH3:3])[CH3:2].CS([Cl:31])(=O)=O, predict the reaction product. The product is: [C:1]([O:5][C:6]([N:8]1[CH2:13][CH2:12][CH:11]([NH:14][C:15](=[O:26])[CH:16]([C:20]2[CH:25]=[CH:24][CH:23]=[CH:22][CH:21]=2)[CH2:17][CH2:18][Cl:31])[CH2:10][CH2:9]1)=[O:7])([CH3:4])([CH3:3])[CH3:2]. (2) Given the reactants [CH3:1][N:2]1[C:7](=[O:8])[CH:6]=[CH:5][C:4]([C:9](=[O:28])[CH2:10][CH:11]([C:19]2[CH:27]=[CH:26][C:22]([C:23](O)=[O:24])=[CH:21][CH:20]=2)[C:12]2[CH:17]=[CH:16][CH:15]=[CH:14][C:13]=2[CH3:18])=[CH:3]1.[C:29]([NH:32][CH2:33][CH2:34][NH2:35])(=[O:31])[CH3:30].CN([P+](ON1N=NC2C=CC=CC1=2)(N(C)C)N(C)C)C.F[P-](F)(F)(F)(F)F, predict the reaction product. The product is: [C:29]([NH:32][CH2:33][CH2:34][NH:35][C:23](=[O:24])[C:22]1[CH:26]=[CH:27][C:19]([CH:11]([C:12]2[CH:17]=[CH:16][CH:15]=[CH:14][C:13]=2[CH3:18])[CH2:10][C:9]([C:4]2[CH:5]=[CH:6][C:7](=[O:8])[N:2]([CH3:1])[CH:3]=2)=[O:28])=[CH:20][CH:21]=1)(=[O:31])[CH3:30]. (3) Given the reactants [NH2:1][CH:2]([C:8]1[CH:13]=[CH:12][CH:11]=[C:10]([N+:14]([O-:16])=[O:15])[CH:9]=1)[CH2:3][CH2:4][C:5]([OH:7])=[O:6].S(Cl)(Cl)=O.[CH3:21]O, predict the reaction product. The product is: [CH3:21][O:6][C:5](=[O:7])[CH2:4][CH2:3][CH:2]([NH2:1])[C:8]1[CH:13]=[CH:12][CH:11]=[C:10]([N+:14]([O-:16])=[O:15])[CH:9]=1. (4) Given the reactants Cl[C:2]1[CH:3]=[CH:4][C:5]([N+:10]([O-:12])=[O:11])=[C:6]([CH:9]=1)[C:7]#[N:8].[O:13]1[CH2:18][CH2:17][CH2:16][CH2:15][CH:14]1[N:19]1[C:23](B2OC(C)(C)C(C)(C)O2)=[CH:22][CH:21]=[N:20]1.C([O-])([O-])=O.[K+].[K+], predict the reaction product. The product is: [N+:10]([C:5]1[CH:4]=[CH:3][C:2]([C:23]2[N:19]([CH:14]3[CH2:15][CH2:16][CH2:17][CH2:18][O:13]3)[N:20]=[CH:21][CH:22]=2)=[CH:9][C:6]=1[C:7]#[N:8])([O-:12])=[O:11]. (5) Given the reactants Br[C:2]1[CH:7]=[CH:6][C:5](/[CH:8]=[CH:9]/[C:10]2[NH:11][CH:12]=[C:13]([C:15]3[CH:20]=[CH:19][C:18]([Cl:21])=[CH:17][C:16]=3[Cl:22])[N:14]=2)=[CH:4][CH:3]=1.[CH2:23]([O:25][C:26]1[CH:31]=[CH:30][C:29](B(O)O)=[CH:28][CH:27]=1)[CH3:24], predict the reaction product. The product is: [Cl:22][C:16]1[CH:17]=[C:18]([Cl:21])[CH:19]=[CH:20][C:15]=1[C:13]1[N:14]=[C:10](/[CH:9]=[CH:8]/[C:5]2[CH:6]=[CH:7][C:2]([C:29]3[CH:30]=[CH:31][C:26]([O:25][CH2:23][CH3:24])=[CH:27][CH:28]=3)=[CH:3][CH:4]=2)[NH:11][CH:12]=1. (6) The product is: [F:1][C:2]1[CH:3]=[CH:4][CH:5]=[C:6]2[C:11]=1[N:10]=[CH:9][C:8]([O:12][C:13]1[C:14]([C:19]([CH3:24])([CH3:23])[C:20](=[O:22])[CH3:21])=[N:15][CH:16]=[CH:17][CH:18]=1)=[CH:7]2. Given the reactants [F:1][C:2]1[CH:3]=[CH:4][CH:5]=[C:6]2[C:11]=1[N:10]=[CH:9][C:8]([O:12][C:13]1[C:14]([C:19]([CH3:24])([CH3:23])[CH:20]([OH:22])[CH3:21])=[N:15][CH:16]=[CH:17][CH:18]=1)=[CH:7]2.CC(OI1(OC(C)=O)(OC(C)=O)OC(=O)C2C=CC=CC1=2)=O, predict the reaction product. (7) Given the reactants I[C:2]1[CH:7]=[CH:6][CH:5]=[CH:4][N:3]=1.N1C=CC=CC=1C(O)=O.C(=O)([O-])[O-].[Cs+].[Cs+].[C:23]([O:31][CH2:32][CH3:33])(=[O:30])[CH2:24][C:25]([O:27][CH2:28][CH3:29])=[O:26], predict the reaction product. The product is: [N:3]1[CH:4]=[CH:5][CH:6]=[CH:7][C:2]=1[CH:24]([C:25]([O:27][CH2:28][CH3:29])=[O:26])[C:23]([O:31][CH2:32][CH3:33])=[O:30].